Dataset: NCI-60 drug combinations with 297,098 pairs across 59 cell lines. Task: Regression. Given two drug SMILES strings and cell line genomic features, predict the synergy score measuring deviation from expected non-interaction effect. (1) Drug 1: COC1=C(C=C2C(=C1)N=CN=C2NC3=CC(=C(C=C3)F)Cl)OCCCN4CCOCC4. Drug 2: CN(C(=O)NC(C=O)C(C(C(CO)O)O)O)N=O. Cell line: SF-295. Synergy scores: CSS=9.98, Synergy_ZIP=-2.86, Synergy_Bliss=0.792, Synergy_Loewe=2.65, Synergy_HSA=2.83. (2) Drug 1: C1CCC(CC1)NC(=O)N(CCCl)N=O. Drug 2: CCC1(C2=C(COC1=O)C(=O)N3CC4=CC5=C(C=CC(=C5CN(C)C)O)N=C4C3=C2)O.Cl. Cell line: NCI-H460. Synergy scores: CSS=25.3, Synergy_ZIP=-8.61, Synergy_Bliss=0.689, Synergy_Loewe=-9.21, Synergy_HSA=1.50. (3) Drug 1: CC1=C2C(C(=O)C3(C(CC4C(C3C(C(C2(C)C)(CC1OC(=O)C(C(C5=CC=CC=C5)NC(=O)OC(C)(C)C)O)O)OC(=O)C6=CC=CC=C6)(CO4)OC(=O)C)OC)C)OC. Drug 2: COC1=NC(=NC2=C1N=CN2C3C(C(C(O3)CO)O)O)N. Cell line: COLO 205. Synergy scores: CSS=67.1, Synergy_ZIP=7.53, Synergy_Bliss=7.25, Synergy_Loewe=-11.0, Synergy_HSA=5.69. (4) Drug 1: CN1CCC(CC1)COC2=C(C=C3C(=C2)N=CN=C3NC4=C(C=C(C=C4)Br)F)OC. Drug 2: CC12CCC3C(C1CCC2OP(=O)(O)O)CCC4=C3C=CC(=C4)OC(=O)N(CCCl)CCCl.[Na+]. Cell line: HCT116. Synergy scores: CSS=-7.69, Synergy_ZIP=-4.48, Synergy_Bliss=-16.3, Synergy_Loewe=-19.8, Synergy_HSA=-17.3. (5) Drug 1: CCN(CC)CCNC(=O)C1=C(NC(=C1C)C=C2C3=C(C=CC(=C3)F)NC2=O)C. Drug 2: C(=O)(N)NO. Cell line: HS 578T. Synergy scores: CSS=11.9, Synergy_ZIP=-2.63, Synergy_Bliss=2.75, Synergy_Loewe=-0.614, Synergy_HSA=3.70. (6) Drug 1: C1C(C(OC1N2C=NC3=C(N=C(N=C32)Cl)N)CO)O. Drug 2: C1=CC=C(C=C1)NC(=O)CCCCCCC(=O)NO. Cell line: BT-549. Synergy scores: CSS=28.9, Synergy_ZIP=-5.28, Synergy_Bliss=-7.10, Synergy_Loewe=-4.45, Synergy_HSA=-3.66. (7) Drug 1: COC1=C(C=C2C(=C1)N=CN=C2NC3=CC(=C(C=C3)F)Cl)OCCCN4CCOCC4. Drug 2: CN(CCCl)CCCl.Cl. Cell line: UACC-257. Synergy scores: CSS=10.3, Synergy_ZIP=-3.64, Synergy_Bliss=2.21, Synergy_Loewe=-0.696, Synergy_HSA=-0.982.